Dataset: Catalyst prediction with 721,799 reactions and 888 catalyst types from USPTO. Task: Predict which catalyst facilitates the given reaction. Reactant: C([O:3][C:4]([C:6]1[CH:7]=[C:8]2[C:13](=[CH:14][CH:15]=1)[N:12]([C:16]([O:18][C:19]([CH3:22])([CH3:21])[CH3:20])=[O:17])[CH2:11][CH2:10][N:9]2[S:23]([C:26]1[CH:31]=[C:30]([Cl:32])[CH:29]=[CH:28][C:27]=1[O:33][CH3:34])(=[O:25])=[O:24])=[O:5])C.[OH-].[Na+]. Product: [C:19]([O:18][C:16]([N:12]1[C:13]2[C:8](=[CH:7][C:6]([C:4]([OH:5])=[O:3])=[CH:15][CH:14]=2)[N:9]([S:23]([C:26]2[CH:31]=[C:30]([Cl:32])[CH:29]=[CH:28][C:27]=2[O:33][CH3:34])(=[O:25])=[O:24])[CH2:10][CH2:11]1)=[O:17])([CH3:22])([CH3:21])[CH3:20]. The catalyst class is: 83.